From a dataset of NCI-60 drug combinations with 297,098 pairs across 59 cell lines. Regression. Given two drug SMILES strings and cell line genomic features, predict the synergy score measuring deviation from expected non-interaction effect. Drug 1: C1=NC2=C(N1)C(=S)N=CN2. Drug 2: C1CNP(=O)(OC1)N(CCCl)CCCl. Cell line: ACHN. Synergy scores: CSS=21.7, Synergy_ZIP=-6.39, Synergy_Bliss=-2.36, Synergy_Loewe=-20.4, Synergy_HSA=-1.66.